From a dataset of Full USPTO retrosynthesis dataset with 1.9M reactions from patents (1976-2016). Predict the reactants needed to synthesize the given product. (1) Given the product [CH3:12][O:6][C:5](=[O:7])[C:4]1[CH:8]=[CH:9][C:10]([OH:11])=[C:2]([CH3:1])[CH:3]=1, predict the reactants needed to synthesize it. The reactants are: [CH3:1][C:2]1[CH:3]=[C:4]([CH:8]=[CH:9][C:10]=1[OH:11])[C:5]([OH:7])=[O:6].[CH3:12]O. (2) Given the product [C:1]([O:5][C:6]([N:8]1[CH2:13][CH2:12][CH:11]([NH:29][C:25]2[N:26]=[C:27]([CH3:28])[N:23]([C:17]3[CH:18]=[CH:19][C:20]([Cl:22])=[CH:21][C:16]=3[Cl:15])[N:24]=2)[CH2:10][CH2:9]1)=[O:7])([CH3:4])([CH3:3])[CH3:2], predict the reactants needed to synthesize it. The reactants are: [C:1]([O:5][C:6]([N:8]1[CH2:13][CH2:12][C:11](=O)[CH2:10][CH2:9]1)=[O:7])([CH3:4])([CH3:3])[CH3:2].[Cl:15][C:16]1[CH:21]=[C:20]([Cl:22])[CH:19]=[CH:18][C:17]=1[N:23]1[C:27]([CH3:28])=[N:26][C:25]([NH2:29])=[N:24]1. (3) Given the product [NH2:1][C:2]1[N:7]=[C:6]2[N:8]([CH3:25])[N:9]=[C:10]([C:11]3[C:12]([O:23][CH3:24])=[CH:13][C:14]([O:21][CH3:22])=[C:15]([S:17]([Cl:28])(=[O:19])=[O:18])[CH:16]=3)[C:5]2=[CH:4][N:3]=1, predict the reactants needed to synthesize it. The reactants are: [NH2:1][C:2]1[N:7]=[C:6]2[N:8]([CH3:25])[N:9]=[C:10]([C:11]3[C:12]([O:23][CH3:24])=[CH:13][C:14]([O:21][CH3:22])=[C:15]([S:17](O)(=[O:19])=[O:18])[CH:16]=3)[C:5]2=[CH:4][N:3]=1.S(Cl)([Cl:28])=O. (4) Given the product [Cl:1][C:2]1[CH:3]=[C:4]([CH:9]2[CH2:13][N:12]([C:14]([N:16]3[CH2:21][CH2:20][N:19]([S:22]([CH3:25])(=[O:24])=[O:23])[CH2:18][CH2:17]3)=[O:15])[CH2:11][CH:10]2[C:26](=[N:30][OH:31])[CH3:27])[CH:5]=[CH:6][C:7]=1[Cl:8], predict the reactants needed to synthesize it. The reactants are: [Cl:1][C:2]1[CH:3]=[C:4]([CH:9]2[CH2:13][N:12]([C:14]([N:16]3[CH2:21][CH2:20][N:19]([S:22]([CH3:25])(=[O:24])=[O:23])[CH2:18][CH2:17]3)=[O:15])[CH2:11][CH:10]2[C:26](=O)[CH3:27])[CH:5]=[CH:6][C:7]=1[Cl:8].Cl.[NH2:30][OH:31].C([O-])(=O)C.[Na+].O. (5) Given the product [CH3:15][C:7]1[CH:6]=[C:4]([NH:5][C:17]2[C:18]([NH:23][C:24]3[CH:29]=[CH:28][CH:27]=[CH:26][CH:25]=3)=[N:19][CH:20]=[CH:21][N:22]=2)[CH:3]=[C:2]([CH3:1])[C:8]=1[C:9]1[CH:10]=[CH:11][CH:12]=[CH:13][CH:14]=1, predict the reactants needed to synthesize it. The reactants are: [CH3:1][C:2]1[CH:3]=[C:4]([CH:6]=[C:7]([CH3:15])[C:8]=1[C:9]1[CH:14]=[CH:13][CH:12]=[CH:11][CH:10]=1)[NH2:5].Cl[C:17]1[C:18]([NH:23][C:24]2[CH:29]=[CH:28][CH:27]=[CH:26][CH:25]=2)=[N:19][CH:20]=[CH:21][N:22]=1.CC(C)([O-])C.[Na+].C1C=CC(P(C2C(C3C(P(C4C=CC=CC=4)C4C=CC=CC=4)=CC=C4C=3C=CC=C4)=C3C(C=CC=C3)=CC=2)C2C=CC=CC=2)=CC=1. (6) The reactants are: [CH:1]1[C:13]2[N:12]([C:14]3[CH:19]=[C:18]([CH2:20]O)[C:17]([O:22][CH2:23][CH:24]([CH2:29][CH3:30])[CH2:25][CH2:26][CH2:27][CH3:28])=[CH:16][C:15]=3CO)[C:11]3[C:6](=[CH:7][CH:8]=[CH:9][CH:10]=3)[C:5]=2[CH:4]=[CH:3][CH:2]=1.O=P(Cl)(Cl)[Cl:35].CN(C=O)C.[CH:43]([Cl:46])(Cl)Cl. Given the product [CH:1]1[C:13]2[N:12]([C:14]3[CH:19]=[C:18]([CH2:20][Cl:35])[C:17]([O:22][CH2:23][CH:24]([CH2:29][CH3:30])[CH2:25][CH2:26][CH2:27][CH3:28])=[CH:16][C:15]=3[CH2:43][Cl:46])[C:11]3[C:6](=[CH:7][CH:8]=[CH:9][CH:10]=3)[C:5]=2[CH:4]=[CH:3][CH:2]=1, predict the reactants needed to synthesize it. (7) Given the product [NH:5]1[C:14]2[C:23]3[N:22]=[CH:21][CH:20]=[CH:19][C:18]=3[N:17]=[CH:16][C:15]=2[N:24]=[CH:4]1, predict the reactants needed to synthesize it. The reactants are: ClC1C2C(=CC=CC=2)[N:5]=[CH:4]C=1[NH-].Cl[C:14]1[C:23]2[C:18](=[CH:19][CH:20]=[CH:21][N:22]=2)[N:17]=[CH:16][C:15]=1[NH-:24].Cl.C(ON)C1C=CC=CC=1.